This data is from Full USPTO retrosynthesis dataset with 1.9M reactions from patents (1976-2016). The task is: Predict the reactants needed to synthesize the given product. (1) Given the product [C:1]([NH:5][C:6]1[C:15]2[C:10](=[C:11]([NH:16][C:20](=[O:21])[C:19]3[CH:23]=[C:24]([CH2:27][NH:28][C:29](=[O:34])[C:30]([CH3:31])([CH3:32])[CH3:33])[CH:25]=[CH:26][C:18]=3[Cl:17])[CH:12]=[CH:13][CH:14]=2)[N:9]=[CH:8][N:7]=1)([CH3:4])([CH3:2])[CH3:3], predict the reactants needed to synthesize it. The reactants are: [C:1]([NH:5][C:6]1[C:15]2[C:10](=[C:11]([NH2:16])[CH:12]=[CH:13][CH:14]=2)[N:9]=[CH:8][N:7]=1)([CH3:4])([CH3:3])[CH3:2].[Cl:17][C:18]1[CH:26]=[CH:25][C:24]([CH2:27][NH:28][C:29](=[O:34])[C:30]([CH3:33])([CH3:32])[CH3:31])=[CH:23][C:19]=1[C:20](O)=[O:21].S(Cl)(Cl)=O.CCN(C(C)C)C(C)C. (2) The reactants are: [C:1](OCC)(=O)C.Br.[NH2:8][C:9]1[CH:14]=[CH:13][CH:12]=[C:11]([CH:15]([CH3:17])[CH3:16])[C:10]=1[OH:18].C(=O)([O-])O.[Na+].[Br:24][CH:25]([CH:29]([CH3:31])[CH3:30])[C:26](Cl)=[O:27]. Given the product [Br:24][CH:25]([CH:29]([CH2:31][CH3:1])[CH3:30])[C:26]([NH:8][C:9]1[CH:14]=[CH:13][CH:12]=[C:11]([CH:15]([CH3:16])[CH3:17])[C:10]=1[OH:18])=[O:27], predict the reactants needed to synthesize it. (3) Given the product [NH:26]1[C:25]([CH:19]([C:20]2[NH:21][N:22]=[N:23][N:24]=2)[CH2:18][CH2:17][CH2:16][CH2:15][CH2:14][CH2:13][CH2:12][CH2:11][CH2:10][CH2:9][CH2:8][CH2:7][CH2:6][CH2:5][CH2:4][C:3]([OH:30])=[O:2])=[N:29][N:28]=[N:27]1, predict the reactants needed to synthesize it. The reactants are: C[O:2][C:3](=[O:30])[CH2:4][CH2:5][CH2:6][CH2:7][CH2:8][CH2:9][CH2:10][CH2:11][CH2:12][CH2:13][CH2:14][CH2:15][CH2:16][CH2:17][CH2:18][CH:19]([C:25]1[NH:29][N:28]=[N:27][N:26]=1)[C:20]1[NH:24][N:23]=[N:22][N:21]=1.[OH-].[Na+]. (4) Given the product [CH3:62][C:52]1[CH:57]=[CH:56][C:55]([S:58]([O:27][CH2:26][CH2:25][O:24][C:21]2[CH:22]=[CH:23][C:18]([CH2:17][C@H:16]([NH:28][C:29]([O:30][C@@H:31]3[C@H:38]4[C@H:34]([O:35][CH2:36][CH2:37]4)[O:33][CH2:32]3)=[O:39])[C@H:15]([OH:40])[CH2:14][N:13]([S:10]([C:8]3[CH:7]=[CH:6][C:5]4[O:1][CH2:2][O:3][C:4]=4[CH:9]=3)(=[O:12])=[O:11])[CH2:41][CH:42]([CH3:44])[CH3:43])=[CH:19][CH:20]=2)(=[O:60])=[O:59])=[CH:54][CH:53]=1, predict the reactants needed to synthesize it. The reactants are: [O:1]1[C:5]2[CH:6]=[CH:7][C:8]([S:10]([N:13]([CH2:41][CH:42]([CH3:44])[CH3:43])[CH2:14][C@@H:15]([OH:40])[C@@H:16]([NH:28][C:29](=[O:39])[O:30][C@@H:31]3[C@H:38]4[C@H:34]([O:35][CH2:36][CH2:37]4)[O:33][CH2:32]3)[CH2:17][C:18]3[CH:23]=[CH:22][C:21]([O:24][CH2:25][CH2:26][OH:27])=[CH:20][CH:19]=3)(=[O:12])=[O:11])=[CH:9][C:4]=2[O:3][CH2:2]1.C(N(CC)CC)C.[C:52]1([CH3:62])[CH:57]=[CH:56][C:55]([S:58](Cl)(=[O:60])=[O:59])=[CH:54][CH:53]=1. (5) Given the product [Br:1][C:2]1[C:3]2[N:9]=[C:24]([CH2:23][CH:18]3[CH2:19][CH2:20][CH2:21][CH2:22][NH:17]3)[NH:8][C:4]=2[CH:5]=[CH:6][CH:7]=1, predict the reactants needed to synthesize it. The reactants are: [Br:1][C:2]1[CH:7]=[CH:6][CH:5]=[C:4]([NH2:8])[C:3]=1[NH2:9].C(OC([N:17]1[CH2:22][CH2:21][CH2:20][CH2:19][CH:18]1[CH2:23][C:24](O)=O)=O)(C)(C)C. (6) Given the product [NH2:41][C:38]1[CH:39]=[CH:40][C:35]([S:32]([N:24]2[C:25]3[C:30](=[CH:29][C:28]([Cl:31])=[CH:27][CH:26]=3)[C:22]([C:7]3[CH:8]=[C:9]([CH:20]=[CH:21][C:6]=3[Cl:5])[C:10]([NH:12][CH2:13][C:14]3[CH:15]=[N:16][CH:17]=[CH:18][CH:19]=3)=[O:11])([CH3:47])[C:23]2=[O:46])(=[O:33])=[O:34])=[C:36]([O:44][CH3:45])[CH:37]=1, predict the reactants needed to synthesize it. The reactants are: C(O)(=O)C.[Cl:5][C:6]1[CH:21]=[CH:20][C:9]([C:10]([NH:12][CH2:13][C:14]2[CH:15]=[N:16][CH:17]=[CH:18][CH:19]=2)=[O:11])=[CH:8][C:7]=1[C:22]1([CH3:47])[C:30]2[C:25](=[CH:26][CH:27]=[C:28]([Cl:31])[CH:29]=2)[N:24]([S:32]([C:35]2[CH:40]=[CH:39][C:38]([N+:41]([O-])=O)=[CH:37][C:36]=2[O:44][CH3:45])(=[O:34])=[O:33])[C:23]1=[O:46]. (7) Given the product [Cl:23][C:24]1[CH:29]=[CH:28][C:27]([C:2]2[CH:3]=[C:4]([C:7]([NH:9][C:10]3[CH:15]=[C:14]([C:16](=[O:21])[NH:17][CH:18]4[CH2:20][CH2:19]4)[CH:13]=[CH:12][C:11]=3[CH3:22])=[O:8])[S:5][CH:6]=2)=[CH:26][CH:25]=1, predict the reactants needed to synthesize it. The reactants are: Br[C:2]1[CH:3]=[C:4]([C:7]([NH:9][C:10]2[CH:15]=[C:14]([C:16](=[O:21])[NH:17][CH:18]3[CH2:20][CH2:19]3)[CH:13]=[CH:12][C:11]=2[CH3:22])=[O:8])[S:5][CH:6]=1.[Cl:23][C:24]1[CH:29]=[CH:28][C:27](B(O)O)=[CH:26][CH:25]=1. (8) Given the product [Cl:28][CH2:29][C:30]([NH:1][C:2]1[CH:7]=[CH:6][C:5]([C:8]2[C:16]3[C:11](=[CH:12][C:13]([F:17])=[CH:14][CH:15]=3)[N:10]([S:18]([C:21]3[CH:26]=[CH:25][CH:24]=[CH:23][CH:22]=3)(=[O:20])=[O:19])[CH:9]=2)=[CH:4][C:3]=1[OH:27])=[O:31], predict the reactants needed to synthesize it. The reactants are: [NH2:1][C:2]1[CH:7]=[CH:6][C:5]([C:8]2[C:16]3[C:11](=[CH:12][C:13]([F:17])=[CH:14][CH:15]=3)[N:10]([S:18]([C:21]3[CH:26]=[CH:25][CH:24]=[CH:23][CH:22]=3)(=[O:20])=[O:19])[CH:9]=2)=[CH:4][C:3]=1[OH:27].[Cl:28][CH2:29][C:30](Cl)=[O:31].